Task: Predict the reactants needed to synthesize the given product.. Dataset: Full USPTO retrosynthesis dataset with 1.9M reactions from patents (1976-2016) (1) Given the product [Cl:1][C:2]1[CH:10]=[C:9]([N:11]2[CH2:16][CH2:15][N:14]([C:17]3[CH:22]=[CH:21][CH:20]=[CH:19][C:18]=3[CH3:23])[CH2:13][CH2:12]2)[C:8]([N+:24]([O-:26])=[O:25])=[CH:7][C:3]=1[C:4]([NH:65][CH2:66][CH2:67][CH2:68][N:69]1[CH2:73][CH2:72][O:71][C:70]1=[O:74])=[O:6], predict the reactants needed to synthesize it. The reactants are: [Cl:1][C:2]1[CH:10]=[C:9]([N:11]2[CH2:16][CH2:15][N:14]([C:17]3[CH:22]=[CH:21][CH:20]=[CH:19][C:18]=3[CH3:23])[CH2:13][CH2:12]2)[C:8]([N+:24]([O-:26])=[O:25])=[CH:7][C:3]=1[C:4]([OH:6])=O.CN(C)C=O.CN(C(ON1N=NC2C=CC=NC1=2)=[N+](C)C)C.F[P-](F)(F)(F)(F)F.C(N(CC)C(C)C)(C)C.[NH2:65][CH2:66][CH2:67][CH2:68][N:69]1[CH2:73][CH2:72][O:71][C:70]1=[O:74]. (2) The reactants are: [C:1]([O:5][C:6]([N:8]1[C:13]2([CH2:19][O:18][CH2:17][CH2:16][O:15][CH2:14]2)[C:12](=[O:20])[N:11]([CH2:21][C:22]([OH:24])=O)[C@H:10]([C:25]2[CH:30]=[C:29]([F:31])[CH:28]=[C:27]([F:32])[CH:26]=2)[CH2:9]1)=[O:7])([CH3:4])([CH3:3])[CH3:2].CN(C(ON1N=NC2C=CC=NC1=2)=[N+](C)C)C.F[P-](F)(F)(F)(F)F.[NH2:57][C:58]1[CH:59]=[C:60]2[C:73](=[CH:74][C:75]=1[Cl:76])[CH2:72][C:62]1([C:70]3[C:65](=[N:66][CH:67]=[CH:68][CH:69]=3)[NH:64][C:63]1=[O:71])[CH2:61]2. Given the product [Cl:76][C:75]1[CH:74]=[C:73]2[C:60](=[CH:59][C:58]=1[NH:57][C:22](=[O:24])[CH2:21][N:11]1[C:12](=[O:20])[C:13]3([CH2:19][O:18][CH2:17][CH2:16][O:15][CH2:14]3)[N:8]([C:6]([O:5][C:1]([CH3:2])([CH3:3])[CH3:4])=[O:7])[CH2:9][C@H:10]1[C:25]1[CH:26]=[C:27]([F:32])[CH:28]=[C:29]([F:31])[CH:30]=1)[CH2:61][C:62]1([C:70]3[C:65](=[N:66][CH:67]=[CH:68][CH:69]=3)[NH:64][C:63]1=[O:71])[CH2:72]2, predict the reactants needed to synthesize it. (3) Given the product [N+:1]([CH2:4][CH2:5][CH2:6][C:7]([NH2:11])=[O:9])([O-:3])=[O:2], predict the reactants needed to synthesize it. The reactants are: [N+:1]([CH2:4][CH2:5][CH2:6][C:7]([O:9]C)=O)([O-:3])=[O:2].[NH3:11]. (4) Given the product [Cl-:1].[Cl:1][C:2]1[CH:3]=[C:4]([N+:5]#[N:9])[CH:6]=[CH:7][CH:8]=1.[CH3:22][O:23][C:17]([C:15]1[N:14]=[CH:13][N:5]([C:4]2[CH:6]=[CH:7][CH:8]=[C:2]([Cl:1])[CH:3]=2)[N:9]=1)=[O:20], predict the reactants needed to synthesize it. The reactants are: [Cl:1][C:2]1[CH:3]=[C:4]([CH:6]=[CH:7][CH:8]=1)[NH2:5].[N:9]([O-])=O.[Na+].[CH3:13][N:14]=[C:15]=O.[C:17]([O-:20])(=O)C.[Na+].[CH3:22][OH:23]. (5) Given the product [CH3:2][O:3][C:4]1[CH:5]=[C:6]([C:12]2[C:13]([CH3:25])([CH3:24])[C:14](=[O:23])[N:15]([CH:17]3[CH2:22][CH2:21][N:20]([C:32]([C:31]4[CH:35]=[CH:36][CH:37]=[C:29]([O:28][CH2:26][CH3:27])[CH:30]=4)=[O:33])[CH2:19][CH2:18]3)[N:16]=2)[CH:7]=[CH:8][C:9]=1[O:10][CH3:11], predict the reactants needed to synthesize it. The reactants are: Cl.[CH3:2][O:3][C:4]1[CH:5]=[C:6]([C:12]2[C:13]([CH3:25])([CH3:24])[C:14](=[O:23])[N:15]([CH:17]3[CH2:22][CH2:21][NH:20][CH2:19][CH2:18]3)[N:16]=2)[CH:7]=[CH:8][C:9]=1[O:10][CH3:11].[CH2:26]([O:28][C:29]1[CH:30]=[C:31]([CH:35]=[CH:36][CH:37]=1)[C:32](Cl)=[O:33])[CH3:27]. (6) The reactants are: C(NC(C)C)(C)C.C([Li])CCC.[CH:13]1([C:16]([O:18][C:19]([CH3:22])([CH3:21])[CH3:20])=[O:17])[CH2:15][CH2:14]1.[Br:23][C:24]1[CH:29]=[C:28]([CH2:30]Br)[CH:27]=[CH:26][C:25]=1[Cl:32].[Cl-].[NH4+]. Given the product [Br:23][C:24]1[CH:29]=[C:28]([CH:27]=[CH:26][C:25]=1[Cl:32])[CH2:30][C:13]1([C:16]([O:18][C:19]([CH3:22])([CH3:21])[CH3:20])=[O:17])[CH2:15][CH2:14]1, predict the reactants needed to synthesize it. (7) The reactants are: [NH3:1].Cl[C:3]1[C:12]2[C:7](=[CH:8][C:9]([O:15][CH3:16])=[C:10]([O:13][CH3:14])[CH:11]=2)[N:6]=[C:5]([N:17]2[CH2:22][CH2:21][N:20]([C:23]([CH:25]3[CH2:29][CH2:28][CH2:27][CH2:26]3)=[O:24])[CH2:19][CH2:18]2)[N:4]=1. Given the product [NH2:1][C:3]1[C:12]2[C:7](=[CH:8][C:9]([O:15][CH3:16])=[C:10]([O:13][CH3:14])[CH:11]=2)[N:6]=[C:5]([N:17]2[CH2:22][CH2:21][N:20]([C:23]([CH:25]3[CH2:29][CH2:28][CH2:27][CH2:26]3)=[O:24])[CH2:19][CH2:18]2)[N:4]=1, predict the reactants needed to synthesize it.